Dataset: NCI-60 drug combinations with 297,098 pairs across 59 cell lines. Task: Regression. Given two drug SMILES strings and cell line genomic features, predict the synergy score measuring deviation from expected non-interaction effect. (1) Drug 2: C1CN1P(=S)(N2CC2)N3CC3. Synergy scores: CSS=29.2, Synergy_ZIP=-2.04, Synergy_Bliss=-2.29, Synergy_Loewe=-3.30, Synergy_HSA=-0.198. Cell line: UO-31. Drug 1: C1=C(C(=O)NC(=O)N1)F. (2) Drug 1: CC1OCC2C(O1)C(C(C(O2)OC3C4COC(=O)C4C(C5=CC6=C(C=C35)OCO6)C7=CC(=C(C(=C7)OC)O)OC)O)O. Drug 2: C#CCC(CC1=CN=C2C(=N1)C(=NC(=N2)N)N)C3=CC=C(C=C3)C(=O)NC(CCC(=O)O)C(=O)O. Cell line: SNB-19. Synergy scores: CSS=24.8, Synergy_ZIP=2.46, Synergy_Bliss=3.78, Synergy_Loewe=4.22, Synergy_HSA=3.70. (3) Drug 1: CC12CCC(CC1=CCC3C2CCC4(C3CC=C4C5=CN=CC=C5)C)O. Drug 2: CC(CN1CC(=O)NC(=O)C1)N2CC(=O)NC(=O)C2. Cell line: UACC-257. Synergy scores: CSS=9.77, Synergy_ZIP=-2.57, Synergy_Bliss=1.50, Synergy_Loewe=-1.13, Synergy_HSA=0.851. (4) Drug 1: C1=CC(=CC=C1CCC2=CNC3=C2C(=O)NC(=N3)N)C(=O)NC(CCC(=O)O)C(=O)O. Drug 2: C1C(C(OC1N2C=NC3=C(N=C(N=C32)Cl)N)CO)O. Cell line: HCC-2998. Synergy scores: CSS=16.2, Synergy_ZIP=-9.03, Synergy_Bliss=-13.5, Synergy_Loewe=-15.6, Synergy_HSA=-9.68. (5) Drug 1: CCC1(CC2CC(C3=C(CCN(C2)C1)C4=CC=CC=C4N3)(C5=C(C=C6C(=C5)C78CCN9C7C(C=CC9)(C(C(C8N6C=O)(C(=O)OC)O)OC(=O)C)CC)OC)C(=O)OC)O.OS(=O)(=O)O. Drug 2: CC1=C(C=C(C=C1)NC(=O)C2=CC=C(C=C2)CN3CCN(CC3)C)NC4=NC=CC(=N4)C5=CN=CC=C5. Cell line: UACC62. Synergy scores: CSS=5.34, Synergy_ZIP=-0.769, Synergy_Bliss=-1.18, Synergy_Loewe=-6.42, Synergy_HSA=-0.366. (6) Drug 1: C1=CC(=C2C(=C1NCCNCCO)C(=O)C3=C(C=CC(=C3C2=O)O)O)NCCNCCO. Drug 2: C1CN(CCN1C(=O)CCBr)C(=O)CCBr. Cell line: OVCAR3. Synergy scores: CSS=31.7, Synergy_ZIP=4.50, Synergy_Bliss=5.81, Synergy_Loewe=-2.30, Synergy_HSA=6.13. (7) Drug 1: CS(=O)(=O)CCNCC1=CC=C(O1)C2=CC3=C(C=C2)N=CN=C3NC4=CC(=C(C=C4)OCC5=CC(=CC=C5)F)Cl. Drug 2: CC1(CCCN1)C2=NC3=C(C=CC=C3N2)C(=O)N. Cell line: UACC62. Synergy scores: CSS=14.8, Synergy_ZIP=0.558, Synergy_Bliss=4.29, Synergy_Loewe=-11.2, Synergy_HSA=0.521.